From a dataset of CYP2C19 inhibition data for predicting drug metabolism from PubChem BioAssay. Regression/Classification. Given a drug SMILES string, predict its absorption, distribution, metabolism, or excretion properties. Task type varies by dataset: regression for continuous measurements (e.g., permeability, clearance, half-life) or binary classification for categorical outcomes (e.g., BBB penetration, CYP inhibition). Dataset: cyp2c19_veith. (1) The drug is CC(C)C(O)(C#CCN1CCCC1)c1ccccc1.Cl. The result is 1 (inhibitor). (2) The drug is O=C(N/N=C/C=C/c1ccc([N+](=O)[O-])cc1)c1cccs1. The result is 0 (non-inhibitor). (3) The drug is Cc1cc(C)c2c(-n3cccc3)c(C(=O)NNS(=O)(=O)c3ccc(Cl)cc3)sc2n1. The result is 1 (inhibitor). (4) The compound is COc1ccc(N2CCN(S(=O)(=O)c3ccc4c(c3)CCCC4)CC2)c([N+](=O)[O-])c1. The result is 1 (inhibitor). (5) The compound is O=C1C2=C(NC(=S)NC2c2ccc(Cl)cc2)NC(c2ccc(Cl)cc2)N1c1ccc(Cl)cc1. The result is 1 (inhibitor). (6) The compound is CN1CCc2cc(NC(=O)Nc3cccnc3)ccc21. The result is 0 (non-inhibitor). (7) The compound is CCCCCc1nnc(NC(=O)C(=O)OCC)s1. The result is 0 (non-inhibitor). (8) The drug is NOCC(=O)O. The result is 0 (non-inhibitor).